This data is from Forward reaction prediction with 1.9M reactions from USPTO patents (1976-2016). The task is: Predict the product of the given reaction. (1) Given the reactants N1C=CC=CC=1.Cl.[NH2:8][OH:9].[CH2:10]([C:12]1[CH:13]=[C:14]2[C:19](=[CH:20][CH:21]=1)[N:18]([CH3:22])[CH2:17][CH2:16][C:15]2=O)[CH3:11], predict the reaction product. The product is: [CH2:10]([C:12]1[CH:13]=[C:14]2[C:19](=[CH:20][CH:21]=1)[N:18]([CH3:22])[CH2:17][CH2:16]/[C:15]/2=[N:8]\[OH:9])[CH3:11]. (2) Given the reactants [N+:1]([C:4]1[CH:9]=[CH:8][C:7]([CH2:10][CH2:11][NH:12][CH2:13][C:14]2[CH:19]=[CH:18][CH:17]=[CH:16][CH:15]=2)=[CH:6][CH:5]=1)([O-])=O, predict the reaction product. The product is: [NH2:1][C:4]1[CH:5]=[CH:6][C:7]([CH2:10][CH2:11][NH:12][CH2:13][C:14]2[CH:15]=[CH:16][CH:17]=[CH:18][CH:19]=2)=[CH:8][CH:9]=1. (3) Given the reactants C(OC(=O)[NH:7][C@H:8]([C:12]1[N:16]([C:17]2[CH:22]=[CH:21][CH:20]=[CH:19][N:18]=2)[C:15]2[CH:23]=[C:24]([F:27])[CH:25]=[CH:26][C:14]=2[N:13]=1)[CH2:9][O:10][CH3:11])(C)(C)C.C(O)(C(F)(F)F)=O, predict the reaction product. The product is: [F:27][C:24]1[CH:25]=[CH:26][C:14]2[N:13]=[C:12]([C@@H:8]([NH2:7])[CH2:9][O:10][CH3:11])[N:16]([C:17]3[CH:22]=[CH:21][CH:20]=[CH:19][N:18]=3)[C:15]=2[CH:23]=1. (4) Given the reactants [N+:1]([C:4]1[CH:5]=[C:6]([CH:10]=[C:11]([C:13]([F:16])([F:15])[F:14])[CH:12]=1)[C:7](O)=[O:8])([O-:3])=[O:2].S(C)C, predict the reaction product. The product is: [N+:1]([C:4]1[CH:5]=[C:6]([CH2:7][OH:8])[CH:10]=[C:11]([C:13]([F:14])([F:15])[F:16])[CH:12]=1)([O-:3])=[O:2]. (5) Given the reactants [OH:1][C@@H:2]1[C@H:6]2[N:7](C(OCC3C=CC=CC=3)=O)[CH2:8][C@@H:9]([CH3:10])[C@H:5]2[O:4][CH2:3]1.[H][H], predict the reaction product. The product is: [CH3:10][C@@H:9]1[CH2:8][NH:7][C@@H:6]2[C@@H:2]([OH:1])[CH2:3][O:4][C@H:5]12. (6) Given the reactants [NH2:1][C:2]1[CH:3]=[C:4]([C:8]2[C:16]3[C:11](=[N:12][CH:13]=[N:14][C:15]=3[NH2:17])[N:10]([C@H:18]3[CH2:23][CH2:22][C@@H:21]([N:24]4[CH2:29][CH2:28][N:27]([CH3:30])[CH2:26][CH2:25]4)[CH2:20][CH2:19]3)[N:9]=2)[CH:5]=[CH:6][CH:7]=1.[CH:31](=O)[C:32]1[CH:37]=[CH:36][CH:35]=[CH:34][CH:33]=1.[C:39]([OH:42])(=[O:41])[CH3:40].[C:43]([O:46][BH-]([O:46][C:43](=[O:45])[CH3:44])[O:46][C:43](=[O:45])[CH3:44])(=[O:45])[CH3:44].[Na+].C([O-])(O)=O.[Na+], predict the reaction product. The product is: [C:39]([OH:42])(=[O:41])[CH3:40].[C:43]([OH:46])(=[O:45])[CH3:44].[C:39]([OH:42])(=[O:41])[CH3:40].[CH2:31]([NH:1][C:2]1[CH:3]=[C:4]([C:8]2[C:16]3[C:11](=[N:12][CH:13]=[N:14][C:15]=3[NH2:17])[N:10]([C@H:18]3[CH2:23][CH2:22][C@@H:21]([N:24]4[CH2:25][CH2:26][N:27]([CH3:30])[CH2:28][CH2:29]4)[CH2:20][CH2:19]3)[N:9]=2)[CH:5]=[CH:6][CH:7]=1)[C:32]1[CH:37]=[CH:36][CH:35]=[CH:34][CH:33]=1.